Predict the reaction yield, written as a fraction of the theoretical maximum amount of product (1.0 means a 100% yield; for example, 0.34 means a 34% yield). From a dataset of Reaction yield outcomes from USPTO patents with 853,638 reactions. (1) The reactants are [CH3:1][C:2]1[S:16][C:5]2[N:6]=[C:7]([C:11]([O:13][CH2:14][CH3:15])=[O:12])[NH:8][C:9](=O)[C:4]=2[CH:3]=1.P(Cl)(Cl)([Cl:19])=O. No catalyst specified. The product is [Cl:19][C:9]1[C:4]2[CH:3]=[C:2]([CH3:1])[S:16][C:5]=2[N:6]=[C:7]([C:11]([O:13][CH2:14][CH3:15])=[O:12])[N:8]=1. The yield is 0.750. (2) The reactants are [CH2:1]([O:3][C:4]([CH:6]1[CH2:11][NH:10][C:9]2[CH:12]=[C:13]([Cl:22])[C:14]([N+:19]([O-:21])=[O:20])=[C:15]([N+:16]([O-:18])=[O:17])[C:8]=2[O:7]1)=[O:5])[CH3:2].[C:23](O[C:23]([O:25][C:26]([CH3:29])([CH3:28])[CH3:27])=[O:24])([O:25][C:26]([CH3:29])([CH3:28])[CH3:27])=[O:24]. The catalyst is C1COCC1.CN(C1C=CN=CC=1)C. The product is [CH3:2][CH2:1][O:3][C:4]([CH:6]1[CH2:11][N:10]([C:23]([O:25][C:26]([CH3:29])([CH3:28])[CH3:27])=[O:24])[C:9]2[CH:12]=[C:13]([Cl:22])[C:14]([N+:19]([O-:21])=[O:20])=[C:15]([N+:16]([O-:18])=[O:17])[C:8]=2[O:7]1)=[O:5]. The yield is 0.330. (3) The reactants are [H-].[Na+].[CH2:3]([OH:8])[C:4]#[C:5][CH2:6][OH:7].BrC[CH2:11][C:12]([O:14][CH3:15])=[O:13]. The catalyst is C1COCC1. The product is [CH3:15][O:14][C:12](=[O:13])[CH2:11][O:7][CH2:6][C:5]#[C:4][CH2:3][OH:8]. The yield is 0.350. (4) The reactants are [CH3:1][N:2]1[CH:7]=[C:6]([C:8]2[CH:9]=[C:10]([CH:16]=[CH:17][C:18]=2[O:19][C:20]2[CH:25]=[CH:24][CH:23]=[CH:22][CH:21]=2)[C:11]([O:13]CC)=[O:12])[C:5]2[CH:26]=[CH:27][NH:28][C:4]=2[C:3]1=[O:29].[OH-].[Na+].O.Cl. The catalyst is O1CCOCC1. The product is [CH3:1][N:2]1[CH:7]=[C:6]([C:8]2[CH:9]=[C:10]([CH:16]=[CH:17][C:18]=2[O:19][C:20]2[CH:25]=[CH:24][CH:23]=[CH:22][CH:21]=2)[C:11]([OH:13])=[O:12])[C:5]2[CH:26]=[CH:27][NH:28][C:4]=2[C:3]1=[O:29]. The yield is 0.980. (5) The reactants are [NH2:1][C:2]1[CH:3]=[C:4]2[C:8](=[CH:9][C:10]=1[C:11](=O)[C:12]1[CH:17]=[CH:16][CH:15]=[CH:14][CH:13]=1)[CH2:7][CH2:6][CH2:5]2.[O-:19][C:20]#[N:21].[Na+]. The catalyst is C(O)(=O)C.O. The product is [C:12]1([C:11]2[NH:21][C:20](=[O:19])[NH:1][C:2]3[C:10]=2[CH:9]=[C:8]2[CH:7]=[CH:6][CH:5]=[C:4]2[CH:3]=3)[CH:17]=[CH:16][CH:15]=[CH:14][CH:13]=1. The yield is 0.790. (6) The reactants are [N+:1]([O-:4])(O)=[O:2].[CH2:5]([C:7]1[CH:12]=[CH:11][CH:10]=[CH:9][C:8]=1[NH:13][C:14](=[O:16])[CH3:15])[CH3:6].C([O-])([O-])=O.[Na+].[Na+]. The catalyst is C(O)(=O)C.C(OC(=O)C)(=O)C.O. The product is [CH2:5]([C:7]1[CH:12]=[CH:11][CH:10]=[C:9]([N+:1]([O-:4])=[O:2])[C:8]=1[NH:13][C:14](=[O:16])[CH3:15])[CH3:6]. The yield is 0.480. (7) The reactants are [H-].[Na+].[Cl:3][C:4]1[C:9]([NH:10][C:11](=[O:18])[C:12]2[CH:17]=[CH:16][CH:15]=[CH:14][CH:13]=2)=[CH:8][CH:7]=[CH:6][N:5]=1.Br[CH2:20][CH2:21][CH2:22][CH2:23][CH2:24][CH3:25]. The catalyst is O1CCCC1. The product is [Cl:3][C:4]1[C:9]([N:10]([CH2:20][CH2:21][CH2:22][CH2:23][CH2:24][CH3:25])[C:11](=[O:18])[C:12]2[CH:13]=[CH:14][CH:15]=[CH:16][CH:17]=2)=[CH:8][CH:7]=[CH:6][N:5]=1. The yield is 0.580. (8) The reactants are [NH2:1][C:2]1[CH:3]=[C:4]2[C:8](=[CH:9][CH:10]=1)[NH:7][CH:6]=[C:5]2[C:11]1[CH2:16][CH2:15][CH:14]([N:17]([CH3:25])[C:18](=[O:24])[O:19][C:20]([CH3:23])([CH3:22])[CH3:21])[CH2:13][CH:12]=1.I.CS[C:29]([C:31]1[S:32][CH:33]=[CH:34][CH:35]=1)=[NH:30]. The catalyst is C(O)C. The product is [CH3:25][N:17]([CH:14]1[CH2:15][CH2:16][CH:11]([C:5]2[C:4]3[C:8](=[CH:9][CH:10]=[C:2]([NH:1][C:29]([C:31]4[S:32][CH:33]=[CH:34][CH:35]=4)=[NH:30])[CH:3]=3)[NH:7][CH:6]=2)[CH2:12][CH2:13]1)[C:18](=[O:24])[O:19][C:20]([CH3:21])([CH3:22])[CH3:23]. The yield is 0.730.